Dataset: Experimentally validated miRNA-target interactions with 360,000+ pairs, plus equal number of negative samples. Task: Binary Classification. Given a miRNA mature sequence and a target amino acid sequence, predict their likelihood of interaction. (1) Result: 1 (interaction). The miRNA is hsa-miR-335-5p with sequence UCAAGAGCAAUAACGAAAAAUGU. The protein sequence of the target gene is MEPEAFEICPYDPHHRIPLSRFQYHLASCRRKNPKKAKKMATCKYNACHVVPIKNLEEHEAVCVNRSAVEEEDTENPLKVSPPSSEQNDDTQQVSPCLPSPDIWNVDGANCQHVFVLKTFFPQKVVCENDTKESARETSPQKILRPGQ. (2) The miRNA is hsa-miR-4748 with sequence GAGGUUUGGGGAGGAUUUGCU. The protein sequence of the target gene is MPPMPSAPPVHPPPDGGWGWIVVGAAFISIGFSYAFPKAVTVFFKEIQQIFHTTYSEIAWISSIMLAVMYAGGPVSSVLVNKYGSRPVVIAGGLLCCLGMVLASFSSSVVQLYLTMGFITGLGLAFNLQPALTIIGKYFYRKRPMANGLAMAGSPVFLSSLAPFNQYLFNTFGWKGSFLILGSLLLNACVAGSLMRPLGPNQTTSKSKNKTGKTEDDSSPKKIKTKKSTWEKVNKYLDFSLFKHRGFLIYLSGNVIMFLGFFAPIIFLAPYAKDQGIDEYSAAFLLSVMAFVDMFARPSV.... Result: 1 (interaction).